This data is from Forward reaction prediction with 1.9M reactions from USPTO patents (1976-2016). The task is: Predict the product of the given reaction. (1) Given the reactants C([O-])=O.[NH4+].[CH2:5]([N:8]1[C:16](=[O:17])[C:15]2[C:10](=[N:11][C:12]([S:18][CH3:19])=[N:13][CH:14]=2)[N:9]1[C:20]1[CH:25]=[CH:24][CH:23]=[C:22]([C:26]([OH:29])([CH3:28])[CH3:27])[N:21]=1)[CH:6]=[CH2:7].[H-].[Na+].C(Br)C#C.C(=O)([O-])O.[Na+], predict the reaction product. The product is: [OH:29][C:26]([C:22]1[N:21]=[C:20]([N:9]2[C:10]3=[N:11][C:12]([S:18][CH3:19])=[N:13][CH:14]=[C:15]3[C:16](=[O:17])[N:8]2[CH2:5][C:6]#[CH:7])[CH:25]=[CH:24][CH:23]=1)([CH3:28])[CH3:27]. (2) Given the reactants C[O:2][C:3](=[O:25])[C:4]([CH3:24])([O:6][C:7]1[CH:12]=[CH:11][C:10]([CH2:13][CH2:14][CH2:15][CH:16]2[CH2:20][NH:19][C:18](=[O:21])[N:17]2[CH3:22])=[CH:9][C:8]=1[CH3:23])[CH3:5].Br[CH2:27][C:28]1[CH:37]=[CH:36][C:35]2[C:30](=[CH:31][CH:32]=[CH:33][CH:34]=2)[CH:29]=1, predict the reaction product. The product is: [CH3:5][C:4]([O:6][C:7]1[CH:12]=[CH:11][C:10]([CH2:13][CH2:14][CH2:15][CH:16]2[CH2:20][N:19]([CH2:27][C:28]3[CH:37]=[CH:36][C:35]4[C:30](=[CH:31][CH:32]=[CH:33][CH:34]=4)[CH:29]=3)[C:18](=[O:21])[N:17]2[CH3:22])=[CH:9][C:8]=1[CH3:23])([CH3:24])[C:3]([OH:2])=[O:25]. (3) Given the reactants O=P12OP3(OP(OP(O3)(O1)=O)(=O)O2)=O.[CH3:15][O:16][CH2:17][CH2:18][O:19][C:20]1[C:29]2[C:24](=[CH:25][CH:26]=[CH:27][CH:28]=2)[CH:23]=[CH:22][CH:21]=1.[CH2:30]1[S:34](=O)[CH2:33][CH2:32][CH2:31]1.C(OC(C)C)(C)C.[CH3:43][S:44]([OH:47])(=[O:46])=[O:45], predict the reaction product. The product is: [CH3:43][S:44]([O-:47])(=[O:46])=[O:45].[CH3:15][O:16][CH2:17][CH2:18][O:19][C:20]1[C:29]2[C:24](=[CH:25][CH:26]=[CH:27][CH:28]=2)[C:23]([S+:34]2[CH2:30][CH2:31][CH2:32][CH2:33]2)=[CH:22][CH:21]=1. (4) Given the reactants [C:1]([O:5][C:6]([N:8]1[CH2:13][CH2:12][N:11]([C:14]2[CH:23]=[C:22]3[C:17]([CH:18]=[C:19]([C:25]([OH:27])=O)[C:20](=[O:24])[O:21]3)=[CH:16][CH:15]=2)[CH2:10][CH2:9]1)=[O:7])([CH3:4])([CH3:3])[CH3:2].[NH2:28][C:29]1[CH:34]=[CH:33][CH:32]=[CH:31][CH:30]=1.F[P-](F)(F)(F)(F)F.N1(O[P+](N2CCCC2)(N2CCCC2)N2CCCC2)C2C=CC=CC=2N=N1.C(N(CC)CC)C, predict the reaction product. The product is: [O:24]=[C:20]1[C:19]([C:25](=[O:27])[NH:28][C:29]2[CH:34]=[CH:33][CH:32]=[CH:31][CH:30]=2)=[CH:18][C:17]2[C:22](=[CH:23][C:14]([N:11]3[CH2:10][CH2:9][N:8]([C:6]([O:5][C:1]([CH3:4])([CH3:3])[CH3:2])=[O:7])[CH2:13][CH2:12]3)=[CH:15][CH:16]=2)[O:21]1. (5) Given the reactants F[C:2]1[C:7]([I:8])=[CH:6][CH:5]=[CH:4][N:3]=1.[O:9]1[CH2:13][CH2:12][CH:11]([CH2:14][OH:15])[CH2:10]1, predict the reaction product. The product is: [I:8][C:7]1[C:2]([O:15][CH2:14][CH:11]2[CH2:12][CH2:13][O:9][CH2:10]2)=[N:3][CH:4]=[CH:5][CH:6]=1.